Dataset: Reaction yield outcomes from USPTO patents with 853,638 reactions. Task: Predict the reaction yield, written as a fraction of the theoretical maximum amount of product (1.0 means a 100% yield; for example, 0.34 means a 34% yield). (1) The catalyst is C1(C)C=CC=CC=1.C(Cl)Cl.O. The product is [Br:53][C:54]1[CH:55]=[C:56]2[C:60](=[CH:61][CH:62]=1)[C:59](=[O:58])[N:22]([C:21]1[C:15]3[C:16](=[N:17][CH:18]=[C:13]([C:10]4[CH:9]=[CH:8][C:7]([S:4]([CH:1]([CH3:3])[CH3:2])(=[O:6])=[O:5])=[CH:12][CH:11]=4)[N:14]=3)[N:19]([C:23]([C:36]3[CH:41]=[CH:40][CH:39]=[CH:38][CH:37]=3)([C:30]3[CH:31]=[CH:32][CH:33]=[CH:34][CH:35]=3)[C:24]3[CH:29]=[CH:28][CH:27]=[CH:26][CH:25]=3)[CH:20]=1)[CH2:57]2. The reactants are [CH:1]([S:4]([C:7]1[CH:12]=[CH:11][C:10]([C:13]2[N:14]=[C:15]3[C:21]([NH2:22])=[CH:20][N:19]([C:23]([C:36]4[CH:41]=[CH:40][CH:39]=[CH:38][CH:37]=4)([C:30]4[CH:35]=[CH:34][CH:33]=[CH:32][CH:31]=4)[C:24]4[CH:29]=[CH:28][CH:27]=[CH:26][CH:25]=4)[C:16]3=[N:17][CH:18]=2)=[CH:9][CH:8]=1)(=[O:6])=[O:5])([CH3:3])[CH3:2].C[Al](C)C.CCCCCCC.[Br:53][C:54]1[CH:55]=[C:56]2[C:60](=[CH:61][CH:62]=1)[C:59](=O)[O:58][CH2:57]2.C1C=CC(P(C2C=CC=CC=2)C2C=CC=CC=2)=CC=1.CCOC(/N=N/C(OCC)=O)=O. The yield is 0.650. (2) The reactants are [CH2:1]([N:3]([CH2:15][CH3:16])[C:4]([C:6]1[S:10][C:9]([C:11](OC)=[O:12])=[CH:8][CH:7]=1)=[O:5])[CH3:2].O.[NH2:18][NH2:19].O. The catalyst is C(O)C. The product is [CH2:1]([N:3]([CH2:15][CH3:16])[C:4]([C:6]1[S:10][C:9]([C:11]([NH:18][NH2:19])=[O:12])=[CH:8][CH:7]=1)=[O:5])[CH3:2]. The yield is 0.890.